This data is from Forward reaction prediction with 1.9M reactions from USPTO patents (1976-2016). The task is: Predict the product of the given reaction. (1) Given the reactants FC(F)(F)S(O[C:7]1[CH:16]=[CH:15][C:14]2[CH2:13][CH2:12][CH:11]([O:17][Si:18]([C:21]([CH3:24])([CH3:23])[CH3:22])([CH3:20])[CH3:19])[CH2:10][C:9]=2[CH:8]=1)(=O)=O.C1(P(C2C=CC=CC=2)CCCP(C2C=CC=CC=2)C2C=CC=CC=2)C=CC=CC=1.[CH2:56](N(CC)CC)C.C1C2CCCCC=2C=CC=1[C:73]([O-:75])=[O:74], predict the reaction product. The product is: [Si:18]([O:17][CH:11]1[CH2:10][C:9]2[CH:8]=[C:7]([C:73]([O:75][CH3:56])=[O:74])[CH:16]=[CH:15][C:14]=2[CH2:13][CH2:12]1)([C:21]([CH3:23])([CH3:24])[CH3:22])([CH3:20])[CH3:19]. (2) Given the reactants [CH:1]([O:8][CH2:9][CH3:10])(OCC)OCC.C(O[C@@H:15]1[C@H:21]2[C@H:22]3[C@H:31]([CH2:32][CH2:33][C@:18]2([CH2:19][CH3:20])[C:17](=[O:35])[CH2:16]1)[C@@H:30]1[C:25](=[CH:26]C(=O)[CH2:28][CH2:29]1)[CH2:24][CH2:23]3)(=O)C.C(NC(C)C)(C)C.O, predict the reaction product. The product is: [CH2:9]([O:8][C:1]1[CH2:28][CH2:29][C@H:30]2[C:25](=[CH:24][CH2:23][C@@H:22]3[C@@H:31]2[CH2:32][CH2:33][C@@:18]2([CH2:19][CH3:20])[C@H:21]3[CH:15]=[CH:16][C:17]2=[O:35])[CH:26]=1)[CH3:10]. (3) Given the reactants [CH3:1][C:2]([C:4]1[CH:9]=[CH:8][CH:7]=[CH:6][CH:5]=1)=[CH2:3].[Br:10]N1C(=O)CCC1=O, predict the reaction product. The product is: [Br:10][CH2:3][C:2]([C:4]1[CH:9]=[CH:8][CH:7]=[CH:6][CH:5]=1)=[CH2:1]. (4) Given the reactants [O:1]1[CH2:5]C[O:3][C:2]1=[C:6]1[C:14]2[C:9](=[CH:10][CH:11]=[CH:12][CH:13]=2)[C:8]([C:15]#[N:16])=[CH:7]1.S(=O)(=O)(O)O, predict the reaction product. The product is: [CH3:5][O:1][C:2]([CH:6]1[C:14]2[C:9](=[CH:10][CH:11]=[CH:12][CH:13]=2)[CH:8]([CH2:15][NH2:16])[CH2:7]1)=[O:3]. (5) Given the reactants [OH:1][CH:2]([C:11]1[CH:16]=[CH:15][C:14]([C:17]2[N:21]=[C:20]([C:22]3[O:26][N:25]=[C:24]([C:27]4[CH:32]=[CH:31][CH:30]=[CH:29][CH:28]=4)[C:23]=3[C:33]([F:36])([F:35])[F:34])[O:19][N:18]=2)=[CH:13][CH:12]=1)[C:3]([NH:5][CH2:6][CH2:7][C:8]([OH:10])=O)=[O:4].[CH3:37][C:38]([NH2:41])([CH3:40])[CH3:39].CN1CCOCC1.CN(C(ON1N=NC2C=CC=NC1=2)=[N+](C)C)C.F[P-](F)(F)(F)(F)F, predict the reaction product. The product is: [C:38]([NH:41][C:8](=[O:10])[CH2:7][CH2:6][NH:5][C:3](=[O:4])[CH:2]([OH:1])[C:11]1[CH:12]=[CH:13][C:14]([C:17]2[N:21]=[C:20]([C:22]3[O:26][N:25]=[C:24]([C:27]4[CH:28]=[CH:29][CH:30]=[CH:31][CH:32]=4)[C:23]=3[C:33]([F:36])([F:34])[F:35])[O:19][N:18]=2)=[CH:15][CH:16]=1)([CH3:40])([CH3:39])[CH3:37]. (6) Given the reactants [F:1][C:2]1[CH:7]=[CH:6][C:5]([CH2:8][C:9]#[N:10])=[CH:4][CH:3]=1.[ClH:11].[CH2:12]([OH:14])[CH3:13], predict the reaction product. The product is: [ClH:11].[F:1][C:2]1[CH:7]=[CH:6][C:5]([CH2:8][C:9](=[NH:10])[O:14][CH2:12][CH3:13])=[CH:4][CH:3]=1.